Dataset: Full USPTO retrosynthesis dataset with 1.9M reactions from patents (1976-2016). Task: Predict the reactants needed to synthesize the given product. (1) Given the product [CH2:1]([N:3]1[C:9]([OH:10])=[C:8]([CH3:14])[C:7]([C:6]([F:17])([F:16])[F:5])=[N:4]1)[CH3:2], predict the reactants needed to synthesize it. The reactants are: [CH2:1]([NH:3][NH2:4])[CH3:2].[F:5][C:6]([F:17])([F:16])[C:7](=O)[CH:8]([CH3:14])[C:9](OCC)=[O:10].Cl. (2) Given the product [OH:4][N:3]=[CH:2][C:1]([NH:18][CH2:17][CH2:16][N:9]1[CH2:15][CH2:14][CH2:13][CH2:12][CH2:11][CH2:10]1)=[O:6], predict the reactants needed to synthesize it. The reactants are: [C:1]([O:6]CC)(=O)[CH:2]=[N:3][OH:4].[N:9]1([CH2:16][CH2:17][NH2:18])[CH2:15][CH2:14][CH2:13][CH2:12][CH2:11][CH2:10]1. (3) Given the product [Br:15][C:16]1[CH:17]=[C:18]2[C:4]3[CH2:3][C:2](=[O:13])[NH:1][C:7]4[CH:8]=[CH:9][CH:10]=[CH:11][C:6]=4[C:5]=3[NH:22][C:19]2=[CH:20][CH:21]=1, predict the reactants needed to synthesize it. The reactants are: [NH:1]1[C:7]2[CH:8]=[CH:9][CH:10]=[CH:11][C:6]=2[C:5](=O)[CH2:4][CH2:3][C:2]1=[O:13].Cl.[Br:15][C:16]1[CH:21]=[CH:20][C:19]([NH:22]N)=[CH:18][CH:17]=1.C([O-])(=O)C.[Na+].S(=O)(=O)(O)O. (4) Given the product [CH3:3][O:4][C:5]1[CH:6]=[CH:7][C:8]([NH:11][C:12]2[CH:17]=[CH:16][CH:15]=[CH:14][C:13]=2[NH:18][C:25]([C:21]2[CH:22]=[N:23][O:24][C:20]=2[CH3:19])=[O:26])=[CH:9][CH:10]=1, predict the reactants needed to synthesize it. The reactants are: Cl.Cl.[CH3:3][O:4][C:5]1[CH:10]=[CH:9][C:8]([NH:11][C:12]2[C:13]([NH2:18])=[CH:14][CH:15]=[CH:16][CH:17]=2)=[CH:7][CH:6]=1.[CH3:19][C:20]1[O:24][N:23]=[CH:22][C:21]=1[C:25](O)=[O:26].CCN(CC)CC. (5) Given the product [Cl:1][C:2]1[C:7]([CH3:8])=[C:6]([NH2:9])[C:5]([O:12][CH3:13])=[CH:4][N:3]=1, predict the reactants needed to synthesize it. The reactants are: [Cl:1][C:2]1[C:7]([CH3:8])=[C:6]([N+:9]([O-])=O)[C:5]([O:12][CH3:13])=[CH:4][N+:3]=1[O-]. (6) The reactants are: FC(F)(F)C(O)=O.[CH3:8][C@@H:9]([O:13][C:14]1[NH:15][C:16]([NH2:25])=[C:17]2[C:21]([N:22]=1)=[N:20][C:19]([O:23][CH3:24])=[N:18]2)[CH2:10][CH2:11][CH3:12].Br[CH2:27][CH2:28][C@@H:29]1[CH2:33][CH2:32][O:31][CH2:30]1. Given the product [CH3:8][C@@H:9]([O:13][C:14]1[N:22]=[C:21]2[C:17]([N:18]=[C:19]([O:23][CH3:24])[N:20]2[CH2:27][CH2:28][C@@H:29]2[CH2:33][CH2:32][O:31][CH2:30]2)=[C:16]([NH2:25])[N:15]=1)[CH2:10][CH2:11][CH3:12], predict the reactants needed to synthesize it. (7) Given the product [CH2:1]([C:5]1[N:6]=[C:7]2[CH:23]=[CH:22][CH:21]=[CH:20][N:8]2[C:9](=[O:19])[C:10]=1[C:11]1[CH:16]=[CH:15][C:14]([OH:17])=[CH:13][CH:12]=1)[CH2:2][CH2:3][CH3:4], predict the reactants needed to synthesize it. The reactants are: [CH2:1]([C:5]1[N:6]=[C:7]2[CH:23]=[CH:22][CH:21]=[CH:20][N:8]2[C:9](=[O:19])[C:10]=1[C:11]1[CH:16]=[CH:15][C:14]([O:17]C)=[CH:13][CH:12]=1)[CH2:2][CH2:3][CH3:4].B(Br)(Br)Br. (8) Given the product [C:11]([NH:10][CH2:9][C:8]([C:5]1[CH:6]=[CH:7][C:2]([NH:1][C:22](=[O:23])[C:21]2[CH:25]=[CH:26][C:27]([O:28][CH3:29])=[C:19]([O:18][CH3:17])[CH:20]=2)=[CH:3][C:4]=1[Cl:16])([CH3:15])[CH3:14])(=[O:13])[CH3:12], predict the reactants needed to synthesize it. The reactants are: [NH2:1][C:2]1[CH:7]=[CH:6][C:5]([C:8]([CH3:15])([CH3:14])[CH2:9][NH:10][C:11](=[O:13])[CH3:12])=[C:4]([Cl:16])[CH:3]=1.[CH3:17][O:18][C:19]1[CH:20]=[C:21]([CH:25]=[CH:26][C:27]=1[O:28][CH3:29])[C:22](Cl)=[O:23].C(N(CC)CC)C.CN(C=O)C. (9) The reactants are: [OH-].[Li+].[C:3]([O:7][CH:8]([C:13]1[C:18]([C:19]([F:22])([F:21])[F:20])=[CH:17][CH:16]=[C:15]([C:23]2[CH:28]=[CH:27][CH:26]=[CH:25][CH:24]=2)[C:14]=1[C:29]1[CH:30]=[CH:31][C:32]2[O:37][CH2:36][CH2:35][CH2:34][C:33]=2[CH:38]=1)[C:9]([O:11]C)=[O:10])([CH3:6])([CH3:5])[CH3:4]. Given the product [C:3]([O:7][CH:8]([C:13]1[C:18]([C:19]([F:22])([F:21])[F:20])=[CH:17][CH:16]=[C:15]([C:23]2[CH:28]=[CH:27][CH:26]=[CH:25][CH:24]=2)[C:14]=1[C:29]1[CH:30]=[CH:31][C:32]2[O:37][CH2:36][CH2:35][CH2:34][C:33]=2[CH:38]=1)[C:9]([OH:11])=[O:10])([CH3:6])([CH3:4])[CH3:5], predict the reactants needed to synthesize it. (10) Given the product [C:27]([O:30][C:15](=[O:16])[CH3:14])(=[O:29])[CH3:28].[NH2:1][C:2]1[CH:7]=[CH:6][CH:5]=[CH:4][C:3]=1[C:8]1[N:9]=[C:10]([NH:13][C:14](=[O:26])[CH2:15][O:16][C:17]2[C:18]([CH3:25])=[CH:19][C:20]([CH3:24])=[CH:21][C:22]=2[CH3:23])[NH:11][CH:12]=1, predict the reactants needed to synthesize it. The reactants are: [NH2:1][C:2]1[CH:7]=[CH:6][CH:5]=[CH:4][C:3]=1[C:8]1[N:9]=[C:10]([NH:13][C:14](=[O:26])[CH2:15][O:16][C:17]2[C:22]([CH3:23])=[CH:21][C:20]([CH3:24])=[CH:19][C:18]=2[CH3:25])[NH:11][CH:12]=1.[C:27]([OH:30])(=[O:29])[CH3:28].